The task is: Regression. Given two drug SMILES strings and cell line genomic features, predict the synergy score measuring deviation from expected non-interaction effect.. This data is from NCI-60 drug combinations with 297,098 pairs across 59 cell lines. (1) Cell line: MDA-MB-231. Drug 1: CC1=C(C=C(C=C1)NC(=O)C2=CC=C(C=C2)CN3CCN(CC3)C)NC4=NC=CC(=N4)C5=CN=CC=C5. Synergy scores: CSS=14.2, Synergy_ZIP=-8.03, Synergy_Bliss=-0.927, Synergy_Loewe=-3.18, Synergy_HSA=0.761. Drug 2: CCN(CC)CCCC(C)NC1=C2C=C(C=CC2=NC3=C1C=CC(=C3)Cl)OC. (2) Drug 1: CC1=C2C(C(=O)C3(C(CC4C(C3C(C(C2(C)C)(CC1OC(=O)C(C(C5=CC=CC=C5)NC(=O)OC(C)(C)C)O)O)OC(=O)C6=CC=CC=C6)(CO4)OC(=O)C)OC)C)OC. Drug 2: CC1=CC=C(C=C1)C2=CC(=NN2C3=CC=C(C=C3)S(=O)(=O)N)C(F)(F)F. Cell line: OVCAR-5. Synergy scores: CSS=61.1, Synergy_ZIP=12.6, Synergy_Bliss=12.2, Synergy_Loewe=-2.08, Synergy_HSA=12.5.